This data is from NCI-60 drug combinations with 297,098 pairs across 59 cell lines. The task is: Regression. Given two drug SMILES strings and cell line genomic features, predict the synergy score measuring deviation from expected non-interaction effect. (1) Drug 1: CCCS(=O)(=O)NC1=C(C(=C(C=C1)F)C(=O)C2=CNC3=C2C=C(C=N3)C4=CC=C(C=C4)Cl)F. Drug 2: C1=NC2=C(N1)C(=S)N=C(N2)N. Cell line: HT29. Synergy scores: CSS=50.6, Synergy_ZIP=1.50, Synergy_Bliss=1.93, Synergy_Loewe=-1.21, Synergy_HSA=4.20. (2) Drug 1: CC(C1=C(C=CC(=C1Cl)F)Cl)OC2=C(N=CC(=C2)C3=CN(N=C3)C4CCNCC4)N. Drug 2: CC1=C2C(C(=O)C3(C(CC4C(C3C(C(C2(C)C)(CC1OC(=O)C(C(C5=CC=CC=C5)NC(=O)OC(C)(C)C)O)O)OC(=O)C6=CC=CC=C6)(CO4)OC(=O)C)O)C)O. Cell line: RXF 393. Synergy scores: CSS=38.7, Synergy_ZIP=5.20, Synergy_Bliss=6.42, Synergy_Loewe=-19.5, Synergy_HSA=7.29. (3) Drug 1: CCC1=CC2CC(C3=C(CN(C2)C1)C4=CC=CC=C4N3)(C5=C(C=C6C(=C5)C78CCN9C7C(C=CC9)(C(C(C8N6C)(C(=O)OC)O)OC(=O)C)CC)OC)C(=O)OC.C(C(C(=O)O)O)(C(=O)O)O. Drug 2: COC1=NC(=NC2=C1N=CN2C3C(C(C(O3)CO)O)O)N. Cell line: MCF7. Synergy scores: CSS=47.4, Synergy_ZIP=0.254, Synergy_Bliss=1.22, Synergy_Loewe=-57.9, Synergy_HSA=-0.821. (4) Drug 1: CN(CCCl)CCCl.Cl. Drug 2: C1=NNC2=C1C(=O)NC=N2. Cell line: ACHN. Synergy scores: CSS=54.2, Synergy_ZIP=-3.01, Synergy_Bliss=-4.22, Synergy_Loewe=-0.802, Synergy_HSA=-1.88. (5) Drug 1: COC1=C(C=C2C(=C1)N=CN=C2NC3=CC(=C(C=C3)F)Cl)OCCCN4CCOCC4. Drug 2: C1=CC(=CC=C1C#N)C(C2=CC=C(C=C2)C#N)N3C=NC=N3. Cell line: SK-MEL-28. Synergy scores: CSS=11.5, Synergy_ZIP=-0.299, Synergy_Bliss=-0.114, Synergy_Loewe=-3.61, Synergy_HSA=-2.15. (6) Drug 1: CC1=CC2C(CCC3(C2CCC3(C(=O)C)OC(=O)C)C)C4(C1=CC(=O)CC4)C. Drug 2: C1=NC2=C(N1)C(=S)N=C(N2)N. Cell line: 786-0. Synergy scores: CSS=39.1, Synergy_ZIP=-5.50, Synergy_Bliss=-2.93, Synergy_Loewe=-31.5, Synergy_HSA=-3.24.